This data is from NCI-60 drug combinations with 297,098 pairs across 59 cell lines. The task is: Regression. Given two drug SMILES strings and cell line genomic features, predict the synergy score measuring deviation from expected non-interaction effect. Drug 1: CN1CCC(CC1)COC2=C(C=C3C(=C2)N=CN=C3NC4=C(C=C(C=C4)Br)F)OC. Cell line: UACC62. Synergy scores: CSS=9.19, Synergy_ZIP=-9.43, Synergy_Bliss=-12.4, Synergy_Loewe=-17.4, Synergy_HSA=-11.3. Drug 2: CNC(=O)C1=NC=CC(=C1)OC2=CC=C(C=C2)NC(=O)NC3=CC(=C(C=C3)Cl)C(F)(F)F.